From a dataset of Forward reaction prediction with 1.9M reactions from USPTO patents (1976-2016). Predict the product of the given reaction. (1) Given the reactants [F:1][C:2]1[CH:7]=[C:6]([O:8][C@H:9]2[CH2:13][CH2:12][CH2:11][C@@H:10]2[C:14]2[N:18]([CH3:19])[N:17]=[CH:16][CH:15]=2)[CH:5]=[CH:4][C:3]=1[S:20]([NH2:23])(=[O:22])=[O:21].[F:24][C:25]1[N:30]=[C:29](F)[CH:28]=[CH:27][N:26]=1.C(=O)([O-])[O-].[K+].[K+], predict the reaction product. The product is: [F:1][C:2]1[CH:7]=[C:6]([O:8][C@H:9]2[CH2:13][CH2:12][CH2:11][C@@H:10]2[C:14]2[N:18]([CH3:19])[N:17]=[CH:16][CH:15]=2)[CH:5]=[CH:4][C:3]=1[S:20]([NH:23][C:27]1[CH:28]=[CH:29][N:30]=[C:25]([F:24])[N:26]=1)(=[O:21])=[O:22]. (2) Given the reactants [CH:1](=[O:4])[CH2:2][CH3:3].[CH2:5]([OH:8])[CH:6]=[CH2:7].S([O-])([O-])(=O)=O.[Mg+2].O.[CH3:16][CH2:17][CH2:18]CCC, predict the reaction product. The product is: [CH2:1]([O:4][CH:5]([O:8][CH2:18][CH:17]=[CH2:16])[CH2:6][CH3:7])[CH:2]=[CH2:3].